Dataset: Full USPTO retrosynthesis dataset with 1.9M reactions from patents (1976-2016). Task: Predict the reactants needed to synthesize the given product. (1) Given the product [F:30][C:24]1[CH:25]=[C:26]([F:29])[CH:27]=[CH:28][C:23]=1[C:15]([OH:22])([CH2:16][N:17]1[CH:21]=[N:20][N:19]=[N:18]1)[C:14]([C:11]1[N:12]=[CH:13][C:8]([O:7][CH2:6][C:38]2[CH:45]=[CH:44][C:41]([C:42]#[N:43])=[C:40]([F:46])[CH:39]=2)=[CH:9][CH:10]=1)([F:32])[F:31], predict the reactants needed to synthesize it. The reactants are: ClC1C=CC([CH2:6][O:7][C:8]2[CH:9]=[CH:10][C:11]([C:14]([F:32])([F:31])[C:15]([C:23]3[CH:28]=[CH:27][C:26]([F:29])=[CH:25][C:24]=3[F:30])([OH:22])[CH2:16][N:17]3[CH:21]=[N:20][N:19]=[N:18]3)=[N:12][CH:13]=2)=C(F)C=1.BrC[C:38]1[CH:45]=[CH:44][C:41]([C:42]#[N:43])=[C:40]([F:46])[CH:39]=1. (2) Given the product [CH2:15]([N:22]1[CH2:23][CH2:24][CH:25]([N:28]([CH3:33])[C:29](=[O:32])[CH2:30][O:14][C:10]2[CH:11]=[CH:12][CH:13]=[C:8]([Cl:7])[CH:9]=2)[CH2:26][CH2:27]1)[C:16]1[CH:17]=[CH:18][CH:19]=[CH:20][CH:21]=1, predict the reactants needed to synthesize it. The reactants are: CC(C)([O-])C.[K+].[Cl:7][C:8]1[CH:9]=[C:10]([OH:14])[CH:11]=[CH:12][CH:13]=1.[CH2:15]([N:22]1[CH2:27][CH2:26][CH:25]([N:28]([CH3:33])[C:29](=[O:32])[CH2:30]Cl)[CH2:24][CH2:23]1)[C:16]1[CH:21]=[CH:20][CH:19]=[CH:18][CH:17]=1.O.